This data is from Full USPTO retrosynthesis dataset with 1.9M reactions from patents (1976-2016). The task is: Predict the reactants needed to synthesize the given product. (1) Given the product [Cl:1][C:2]1[CH:3]=[CH:4][C:5](=[O:26])[N:6]([CH2:8][C:9]2[CH:14]=[CH:13][C:12]([CH2:15][N:16]3[CH:24]=[C:23]4[C:18]([N:19]=[CH:20][N:21]=[C:22]4[NH:27][CH2:28][CH:29]4[CH2:34][CH2:33][N:32]([C:35]([O:37][C:38]([CH3:41])([CH3:40])[CH3:39])=[O:36])[CH2:31][CH2:30]4)=[N:17]3)=[CH:11][CH:10]=2)[CH:7]=1, predict the reactants needed to synthesize it. The reactants are: [Cl:1][C:2]1[CH:3]=[CH:4][C:5](=[O:26])[N:6]([CH2:8][C:9]2[CH:14]=[CH:13][C:12]([CH2:15][N:16]3[CH:24]=[C:23]4[C:18]([N:19]=[CH:20][N:21]=[C:22]4Cl)=[N:17]3)=[CH:11][CH:10]=2)[CH:7]=1.[NH2:27][CH2:28][CH:29]1[CH2:34][CH2:33][N:32]([C:35]([O:37][C:38]([CH3:41])([CH3:40])[CH3:39])=[O:36])[CH2:31][CH2:30]1.CCN(C(C)C)C(C)C. (2) Given the product [C:1]([O:5][C:6](=[O:27])[NH:7][CH2:8][C:9]1[CH:14]=[C:13]([O:15][C:16]2[CH:21]=[C:20]([F:22])[CH:19]=[CH:18][C:17]=2[F:23])[CH:12]=[CH:11][C:10]=1[NH2:24])([CH3:4])([CH3:2])[CH3:3], predict the reactants needed to synthesize it. The reactants are: [C:1]([O:5][C:6](=[O:27])[NH:7][CH2:8][C:9]1[CH:14]=[C:13]([O:15][C:16]2[CH:21]=[C:20]([F:22])[CH:19]=[CH:18][C:17]=2[F:23])[CH:12]=[CH:11][C:10]=1[N+:24]([O-])=O)([CH3:4])([CH3:3])[CH3:2].[Cl-].[NH4+].C(O)C. (3) Given the product [F:28][CH:2]([F:1])[CH2:3][N:4]1[CH2:21][CH:20]([C:22]2[NH:26][N:25]=[CH:24][C:23]=2[CH3:27])[O:19][C:6]2([CH2:7][CH2:8][NH:9][CH2:10][CH2:11]2)[CH2:5]1, predict the reactants needed to synthesize it. The reactants are: [F:1][CH:2]([F:28])[CH2:3][N:4]1[CH2:21][CH:20]([C:22]2[NH:26][N:25]=[CH:24][C:23]=2[CH3:27])[O:19][C:6]2([CH2:11][CH2:10][N:9](C(OC(C)(C)C)=O)[CH2:8][CH2:7]2)[CH2:5]1.Cl.Cl.FC(F)CN1CC(C2NN=CC=2C)OC2(CCNCC2)C1. (4) Given the product [CH2:30]([CH:16]1[N:15]([S:12]([C:9]2[CH:8]=[CH:7][C:6]([OH:5])=[CH:11][CH:10]=2)(=[O:14])=[O:13])[C:24]2[C:19](=[CH:20][C:21]([F:26])=[C:22]([F:25])[CH:23]=2)[N:18]2[CH:27]=[CH:28][CH:29]=[C:17]12)[CH3:31], predict the reactants needed to synthesize it. The reactants are: C(=O)([O:5][C:6]1[CH:11]=[CH:10][C:9]([S:12]([N:15]2[C:24]3[C:19](=[CH:20][C:21]([F:26])=[C:22]([F:25])[CH:23]=3)[N:18]3[CH:27]=[CH:28][CH:29]=[C:17]3[CH:16]2[CH2:30][CH3:31])(=[O:14])=[O:13])=[CH:8][CH:7]=1)OCC.[OH-].[Na+]. (5) Given the product [NH2:8][CH:9]1[CH2:14][CH2:13][N:12]([C:15]([O:17][C:18]([CH3:21])([CH3:19])[CH3:20])=[O:16])[C@@H:11]([C:22]([O:24][CH:25]2[CH2:26][CH2:27][CH2:28][CH2:29]2)=[O:23])[CH2:10]1, predict the reactants needed to synthesize it. The reactants are: C([NH:8][CH:9]1[CH2:14][CH2:13][N:12]([C:15]([O:17][C:18]([CH3:21])([CH3:20])[CH3:19])=[O:16])[C@@H:11]([C:22]([O:24][CH:25]2[CH2:29][CH2:28][CH2:27][CH2:26]2)=[O:23])[CH2:10]1)C1C=CC=CC=1. (6) Given the product [Cl:1][C:2]1[CH:3]=[CH:4][C:5]([O:20][CH3:21])=[C:6]([S:8][C:9]2[CH:19]=[CH:18][C:12]([C:13]([OH:15])=[O:14])=[CH:11][CH:10]=2)[CH:7]=1, predict the reactants needed to synthesize it. The reactants are: [Cl:1][C:2]1[CH:3]=[CH:4][C:5]([O:20][CH3:21])=[C:6]([S:8][C:9]2[CH:19]=[CH:18][C:12]([C:13]([O:15]CC)=[O:14])=[CH:11][CH:10]=2)[CH:7]=1.[OH-].[Li+].Cl. (7) Given the product [Cl:24][CH2:25][CH2:26][O:27][C:28]1[CH:33]=[CH:32][C:31]([C:2]2[C:3]([CH3:20])=[N:4][CH:5]=[C:6]([C:9]=2[NH:10][C:11]2[CH:19]=[CH:18][CH:17]=[C:16]3[C:12]=2[CH:13]=[CH:14][NH:15]3)[C:7]#[N:8])=[CH:30][CH:29]=1, predict the reactants needed to synthesize it. The reactants are: I[C:2]1[C:3]([CH3:20])=[N:4][CH:5]=[C:6]([C:9]=1[NH:10][C:11]1[CH:19]=[CH:18][CH:17]=[C:16]2[C:12]=1[CH:13]=[CH:14][NH:15]2)[C:7]#[N:8].B(O)O.[Cl:24][CH2:25][CH2:26][O:27][C:28]1[CH:33]=[CH:32][C:31](Br)=[CH:30][CH:29]=1.ClCCOC1C=CC(C2C(C)=NC=C(C=2NC2C(C)=C3C(=CC=2)NC=C3)C#N)=CC=1. (8) Given the product [C:27]([O:26][C:24](=[O:25])[CH2:23][O:22][CH2:21][C@@H:13]1[C:14]2[C:19](=[CH:18][CH:17]=[CH:16][CH:15]=2)[CH2:20][C@H:12]1[NH:11][C:52]([C:47]1[NH:48][C:49]2[C:45]([CH:46]=1)=[CH:44][C:43]([Cl:42])=[CH:51][CH:50]=2)=[O:53])([CH3:30])([CH3:29])[CH3:28], predict the reactants needed to synthesize it. The reactants are: C1C=CC2N(O)N=NC=2C=1.[NH2:11][C@@H:12]1[CH2:20][C:19]2[C:14](=[CH:15][CH:16]=[CH:17][CH:18]=2)[C@H:13]1[CH2:21][O:22][CH2:23][C:24]([O:26][C:27]([CH3:30])([CH3:29])[CH3:28])=[O:25].CCN=C=NCCCN(C)C.[Cl:42][C:43]1[CH:44]=[C:45]2[C:49](=[CH:50][CH:51]=1)[NH:48][C:47]([C:52](O)=[O:53])=[CH:46]2. (9) The reactants are: [F:1][C:2]1([F:10])[CH2:5][C:4]([CH3:9])(C(O)=O)[CH2:3]1.C1C=CC(P([N:25]=[N+]=[N-])(C2C=CC=CC=2)=O)=CC=1.[Cl:28][C:29]1[CH:30]=[C:31]([C:36]2[C:44]([C:45]([NH2:47])=[O:46])=[C:39]3[CH2:40][NH:41][CH2:42][CH2:43][N:38]3[N:37]=2)[CH:32]=[CH:33][C:34]=1[F:35].C1[CH2:52][O:51]CC1. Given the product [Cl:28][C:29]1[CH:30]=[C:31]([C:36]2[C:44]([C:45]([NH2:47])=[O:46])=[C:39]3[CH2:40][N:41]([C:52]([NH:25][C:4]4([CH3:9])[CH2:3][C:2]([F:1])([F:10])[CH2:5]4)=[O:51])[CH2:42][CH2:43][N:38]3[N:37]=2)[CH:32]=[CH:33][C:34]=1[F:35], predict the reactants needed to synthesize it. (10) Given the product [F:25][C:26]([F:31])([F:30])[C:27]([OH:29])=[O:28].[NH:1]1[CH:5]=[C:4]([CH2:6][CH2:7][NH:8][C:9]([NH:10][CH:11]([CH2:15][C:16]2[CH:21]=[CH:20][C:19]([O:22][CH3:23])=[CH:18][CH:17]=2)[C:12]([N:41]2[CH2:40][C:39]([CH:34]3[CH2:35][CH2:36][CH2:37][CH2:38][CH:33]3[CH3:32])([O:43][CH2:44][CH2:45][CH3:46])[CH2:42]2)=[O:14])=[O:24])[N:3]=[CH:2]1, predict the reactants needed to synthesize it. The reactants are: [NH:1]1[CH:5]=[C:4]([CH2:6][CH2:7][NH:8][C:9](=[O:24])[NH:10][CH:11]([CH2:15][C:16]2[CH:21]=[CH:20][C:19]([O:22][CH3:23])=[CH:18][CH:17]=2)[C:12]([OH:14])=O)[N:3]=[CH:2]1.[F:25][C:26]([F:31])([F:30])[C:27]([OH:29])=[O:28].[CH3:32][CH:33]1[CH2:38][CH2:37][CH2:36][CH2:35][CH:34]1[C:39]1([O:43][CH2:44][CH2:45][CH3:46])[CH2:42][NH:41][CH2:40]1.C(Cl)CCl.C1C=CC2N(O)N=NC=2C=1.[OH-].[Na+].